This data is from Full USPTO retrosynthesis dataset with 1.9M reactions from patents (1976-2016). The task is: Predict the reactants needed to synthesize the given product. (1) Given the product [CH3:10][CH2:11][CH2:12][C:13](=[N:2][NH:1][C:3]1[N:8]=[CH:7][N:6]=[C:5]([OH:9])[CH:4]=1)[CH2:14][CH2:15][CH3:16], predict the reactants needed to synthesize it. The reactants are: [NH:1]([C:3]1[N:8]=[CH:7][N:6]=[C:5]([OH:9])[CH:4]=1)[NH2:2].[CH3:10][CH2:11][CH2:12][C:13](=O)[CH2:14][CH2:15][CH3:16]. (2) Given the product [Br:20][C:21]1[CH:28]=[CH:27][C:24]([CH2:25][N:1]2[CH:5]=[C:4]([C:6]3[C:7]([NH2:12])=[N:8][CH:9]=[CH:10][CH:11]=3)[CH:3]=[N:2]2)=[CH:23][CH:22]=1, predict the reactants needed to synthesize it. The reactants are: [NH:1]1[CH:5]=[C:4]([C:6]2[C:7]([NH2:12])=[N:8][CH:9]=[CH:10][CH:11]=2)[CH:3]=[N:2]1.O1CCCC1.[H-].[Na+].[Br:20][C:21]1[CH:28]=[CH:27][C:24]([CH2:25]Br)=[CH:23][CH:22]=1. (3) Given the product [C:66]([O:22][C:23](=[O:41])[NH:44][C:3]1[C:2]([CH3:1])=[N:10][C:9]([C:11]2[CH:12]=[CH:13][C:14]([C:17]([F:18])([F:19])[F:20])=[CH:15][CH:16]=2)=[CH:8][CH:7]=1)([CH3:76])([CH3:71])[CH3:67], predict the reactants needed to synthesize it. The reactants are: [CH3:1][C:2]1[N:10]=[C:9]([C:11]2[CH:16]=[CH:15][C:14]([C:17]([F:20])([F:19])[F:18])=[CH:13][CH:12]=2)[CH:8]=[CH:7][C:3]=1C(O)=O.C[O:22][C:23](=[O:41])C1C=CC(C2C=CC(C(F)(F)F)=CC=2)=NC=1C.C([N:44](CC)CC)C.C1(P(N=[N+]=[N-])(C2C=CC=CC=2)=O)C=CC=CC=1.[C:66]1([CH3:76])[CH:71]=CC(S(O)(=O)=O)=C[CH:67]=1.